The task is: Predict the product of the given reaction.. This data is from Forward reaction prediction with 1.9M reactions from USPTO patents (1976-2016). (1) Given the reactants [Cl:1][C:2]1[S:6][C:5]([C:7]([NH:9][CH2:10][C:11]2[CH:15]=[CH:14][N:13]([C:16]3[CH:21]=[CH:20][C:19](I)=[CH:18][CH:17]=3)[CH:12]=2)=[O:8])=[CH:4][CH:3]=1.[OH:23][C:24]1[CH:29]=[CH:28][CH:27]=[CH:26][N:25]=1.OC1C=CC=C2C=1N=CC=C2.C([O-])([O-])=O.[K+].[K+], predict the reaction product. The product is: [Cl:1][C:2]1[S:6][C:5]([C:7]([NH:9][CH2:10][C:11]2[CH:15]=[CH:14][N:13]([C:16]3[CH:21]=[CH:20][C:19]([N:25]4[CH:26]=[CH:27][CH:28]=[CH:29][C:24]4=[O:23])=[CH:18][CH:17]=3)[CH:12]=2)=[O:8])=[CH:4][CH:3]=1. (2) Given the reactants O[CH2:2][CH2:3][N:4]1[C:12]2[CH:11]=[CH:10][CH:9]=[CH:8][C:7]=2[C:6]2[CH2:13][CH2:14][N:15]([C:18]([O:20][C:21]([CH3:24])([CH3:23])[CH3:22])=[O:19])[CH2:16][CH2:17][C:5]1=2.CS(Cl)(=O)=O.[C:30]1([SH:36])[CH:35]=[CH:34][CH:33]=[CH:32][CH:31]=1.[OH-].[K+], predict the reaction product. The product is: [C:30]1([S:36][CH2:2][CH2:3][N:4]2[C:12]3[CH:11]=[CH:10][CH:9]=[CH:8][C:7]=3[C:6]3[CH2:13][CH2:14][N:15]([C:18]([O:20][C:21]([CH3:24])([CH3:23])[CH3:22])=[O:19])[CH2:16][CH2:17][C:5]2=3)[CH:35]=[CH:34][CH:33]=[CH:32][CH:31]=1. (3) Given the reactants [Br:1][C:2]1[CH:3]=[C:4]2[C:9](=[CH:10][C:11]=1[C:12](OC)=[O:13])[O:8][CH2:7][CH2:6][CH:5]2[N:16]([C@H:31]1[CH2:36][CH2:35][C@H:34]([C:37]([CH3:40])([CH3:39])[CH3:38])[CH2:33][CH2:32]1)[C:17]([NH:19][C:20]1[CH:25]=[CH:24][C:23]([O:26][C:27]([F:30])([F:29])[F:28])=[CH:22][CH:21]=1)=[O:18].[Li+].[OH-].Cl.C[O:45][C:46](=[O:50])[CH2:47][CH2:48][NH2:49], predict the reaction product. The product is: [Br:1][C:2]1[CH:3]=[C:4]2[C:9](=[CH:10][C:11]=1[C:12]([NH:49][CH2:48][CH2:47][C:46]([OH:50])=[O:45])=[O:13])[O:8][CH2:7][CH2:6][CH:5]2[N:16]([C@H:31]1[CH2:36][CH2:35][C@H:34]([C:37]([CH3:38])([CH3:40])[CH3:39])[CH2:33][CH2:32]1)[C:17]([NH:19][C:20]1[CH:25]=[CH:24][C:23]([O:26][C:27]([F:28])([F:30])[F:29])=[CH:22][CH:21]=1)=[O:18]. (4) Given the reactants [Cl:1][C:2]1[CH:7]=[CH:6][C:5]([S:8]([CH:11]([C:21]2[CH:26]=[C:25]([F:27])[CH:24]=[CH:23][C:22]=2[F:28])[C:12]2[N:17]=[CH:16][C:15]([C:18](O)=[O:19])=[CH:14][CH:13]=2)(=[O:10])=[O:9])=[CH:4][CH:3]=1.C(N(CC)CC)C.Cl.C(N=C=NCCCN(C)C)C.[NH2:48][CH2:49][CH:50]1[CH2:55][CH2:54][CH2:53][CH2:52][CH2:51]1, predict the reaction product. The product is: [Cl:1][C:2]1[CH:3]=[CH:4][C:5]([S:8]([CH:11]([C:21]2[CH:26]=[C:25]([F:27])[CH:24]=[CH:23][C:22]=2[F:28])[C:12]2[CH:13]=[CH:14][C:15]([C:18]([NH:48][CH2:49][CH:50]3[CH2:55][CH2:54][CH2:53][CH2:52][CH2:51]3)=[O:19])=[CH:16][N:17]=2)(=[O:10])=[O:9])=[CH:6][CH:7]=1. (5) Given the reactants [F:1][C:2]1[CH:3]=[CH:4][C:5]2[O:9][CH:8]=[C:7]([CH3:10])[C:6]=2[CH:11]=1.[CH2:12]([CH:14]([CH2:18][CH3:19])[C:15](Cl)=[O:16])[CH3:13].[Cl-].[Al+3].[Cl-].[Cl-].O, predict the reaction product. The product is: [CH2:12]([CH:14]([CH2:18][CH3:19])[C:15]([C:8]1[O:9][C:5]2[CH:4]=[CH:3][C:2]([F:1])=[CH:11][C:6]=2[C:7]=1[CH3:10])=[O:16])[CH3:13]. (6) Given the reactants [Al].[Pb](Br)Br.[Cl:5][C:6](Cl)([Cl:16])[CH:7]([C:9]1[CH:10]=[C:11]([OH:15])[CH:12]=[CH:13][CH:14]=1)O, predict the reaction product. The product is: [Cl:5][C:6]([Cl:16])=[CH:7][C:9]1[CH:10]=[C:11]([OH:15])[CH:12]=[CH:13][CH:14]=1.